From a dataset of Reaction yield outcomes from USPTO patents with 853,638 reactions. Predict the reaction yield, written as a fraction of the theoretical maximum amount of product (1.0 means a 100% yield; for example, 0.34 means a 34% yield). (1) The reactants are [CH:1]1[C:10]2[C:5](=[CH:6][CH:7]=[CH:8][CH:9]=2)[CH:4]=[CH:3][C:2]=1[S:11]([CH:14]1[CH2:19][CH2:18][NH:17][CH2:16][CH2:15]1)(=[O:13])=[O:12].Cl[C:21]1[C:26]([Cl:27])=[CH:25][CH:24]=[CH:23][N:22]=1. No catalyst specified. The product is [Cl:27][C:26]1[C:21]([N:17]2[CH2:18][CH2:19][CH:14]([S:11]([C:2]3[CH:3]=[CH:4][C:5]4[C:10](=[CH:9][CH:8]=[CH:7][CH:6]=4)[CH:1]=3)(=[O:12])=[O:13])[CH2:15][CH2:16]2)=[N:22][CH:23]=[CH:24][CH:25]=1. The yield is 0.480. (2) The reactants are [CH3:1][O:2][C:3](=[O:16])[C:4]1[CH:9]=[CH:8][C:7]([CH:10](O)[CH3:11])=[CH:6][C:5]=1[N+:13]([O-:15])=[O:14].CCN(S(F)(F)[F:23])CC.C([O-])(O)=O.[Na+]. The catalyst is C(Cl)Cl. The product is [CH3:1][O:2][C:3](=[O:16])[C:4]1[CH:9]=[CH:8][C:7]([CH:10]([F:23])[CH3:11])=[CH:6][C:5]=1[N+:13]([O-:15])=[O:14]. The yield is 0.560. (3) The reactants are Br[C:2]1[CH:3]=[C:4]([CH:29]=[CH:30][CH:31]=1)[C:5]([NH:7][CH:8]([C:10]1[N:15]=[N:14][C:13]([NH:16][C:17]2[CH:22]=[C:21]([O:23][CH3:24])[C:20]([O:25][CH3:26])=[C:19]([O:27][CH3:28])[CH:18]=2)=[N:12][CH:11]=1)[CH3:9])=[O:6].[NH2:32][CH:33](C1N=NC(NC2C=C(OC)C(OC)=C(OC)C=2)=NC=1)[CH3:34].N1C2C(=CC(C(O)=O)=CC=2)C=C1.C(N(C(C)C)CC)(C)C.F[P-](F)(F)(F)(F)F.N1(OC(N(C)C)=[N+](C)C)C2N=CC=CC=2N=N1. The catalyst is CN(C)C=O. The product is [CH3:24][O:23][C:21]1[CH:22]=[C:17]([NH:16][C:13]2[N:14]=[N:15][C:10]([CH:8]([NH:7][C:5]([C:4]3[CH:3]=[C:2]4[C:31](=[CH:30][CH:29]=3)[NH:32][CH:33]=[CH:34]4)=[O:6])[CH3:9])=[CH:11][N:12]=2)[CH:18]=[C:19]([O:27][CH3:28])[C:20]=1[O:25][CH3:26]. The yield is 0.640. (4) The reactants are [Cl:1][C:2]1[C:3]([O:29][C:30]2[CH:31]=[C:32]([C:38]3[CH:43]=[CH:42][CH:41]=[CH:40][C:39]=3[F:44])[C:33]([Cl:37])=[CH:34][C:35]=2I)=[CH:4][C:5]([F:28])=[C:6]([S:8]([N:11]([CH2:17][C:18]2[CH:23]=[CH:22][C:21]([O:24][CH3:25])=[CH:20][C:19]=2[O:26][CH3:27])[C:12]2[S:13][CH:14]=[N:15][N:16]=2)(=[O:10])=[O:9])[CH:7]=1.C([Sn](CCCC)(CCCC)[C:50]1[CH:55]=[CH:54][N:53]=[N:52][CH:51]=1)CCC.[F-].[Cs+].C(#N)C. The catalyst is C(OCC)(=O)C.C1C=CC(/C=C/C(/C=C/C2C=CC=CC=2)=O)=CC=1.C1C=CC(/C=C/C(/C=C/C2C=CC=CC=2)=O)=CC=1.C1C=CC(/C=C/C(/C=C/C2C=CC=CC=2)=O)=CC=1.[Pd].[Pd].[Cu]I. The product is [Cl:1][C:2]1[C:3]([O:29][C:30]2[CH:31]=[C:32]([C:38]3[CH:43]=[CH:42][CH:41]=[CH:40][C:39]=3[F:44])[C:33]([Cl:37])=[CH:34][C:35]=2[C:50]2[CH:55]=[CH:54][N:53]=[N:52][CH:51]=2)=[CH:4][C:5]([F:28])=[C:6]([S:8]([N:11]([CH2:17][C:18]2[CH:23]=[CH:22][C:21]([O:24][CH3:25])=[CH:20][C:19]=2[O:26][CH3:27])[C:12]2[S:13][CH:14]=[N:15][N:16]=2)(=[O:10])=[O:9])[CH:7]=1. The yield is 0.390. (5) The reactants are C[Al](C)C.[CH3:5][C:6]1([CH3:22])[NH:11][CH2:10][CH2:9][N:8]([C:12]2[S:16][C:15]([C:17]([O:19]CC)=O)=[CH:14][CH:13]=2)[CH2:7]1.Cl.[CH3:24][O:25][C:26]1[CH:27]=[C:28]([CH2:34][O:35][C:36]2[CH:37]=[C:38]([NH2:41])[NH:39][N:40]=2)[CH:29]=[C:30]([O:32][CH3:33])[CH:31]=1.C(C(C(C([O-])=O)O)O)([O-])=O.[Na+].[K+]. The catalyst is C1(C)C=CC=CC=1.O.C(OCC)(=O)C. The product is [CH3:33][O:32][C:30]1[CH:29]=[C:28]([CH2:34][O:35][C:36]2[CH:37]=[C:38]([NH:41][C:17]([C:15]3[S:16][C:12]([N:8]4[CH2:9][CH2:10][NH:11][C:6]([CH3:5])([CH3:22])[CH2:7]4)=[CH:13][CH:14]=3)=[O:19])[NH:39][N:40]=2)[CH:27]=[C:26]([O:25][CH3:24])[CH:31]=1. The yield is 0.155. (6) The reactants are [Cl:1][C:2]1[CH:9]=[C:8]([O:10][CH2:11][CH2:12][CH2:13][CH:14]2[CH2:19][CH2:18][N:17]([CH3:20])[CH2:16][CH2:15]2)[CH:7]=[CH:6][C:3]=1[CH:4]=O.[CH3:21][C:22]1[CH:27]=[C:26]([CH3:28])[CH:25]=[C:24]([NH2:29])[C:23]=1[NH2:30]. No catalyst specified. The product is [Cl:1][C:2]1[CH:9]=[C:8]([O:10][CH2:11][CH2:12][CH2:13][CH:14]2[CH2:19][CH2:18][N:17]([CH3:20])[CH2:16][CH2:15]2)[CH:7]=[CH:6][C:3]=1[C:4]1[NH:29][C:24]2[CH:25]=[C:26]([CH3:28])[CH:27]=[C:22]([CH3:21])[C:23]=2[N:30]=1. The yield is 0.870. (7) The reactants are [OH:1][C:2]1[CH:7]=[CH:6][NH:5][C:4](=[O:8])[C:3]=1[N+:9]([O-:11])=[O:10].[H-].[Na+].[CH3:14]I.[NH4+].[Cl-].Cl. The catalyst is CN(C=O)C.CC(=O)OCC. The product is [N+:9]([C:3]1[C:4](=[O:8])[N:5]([CH3:14])[CH:6]=[CH:7][C:2]=1[OH:1])([O-:11])=[O:10]. The yield is 0.910.